Task: Predict the product of the given reaction.. Dataset: Forward reaction prediction with 1.9M reactions from USPTO patents (1976-2016) (1) Given the reactants [Br:1][C:2]1[CH:3]=[CH:4][C:5]([CH3:10])=[C:6]([CH:9]=1)[C:7]#[N:8].[Br:11]N1C(=O)CCC1=O, predict the reaction product. The product is: [Br:1][C:2]1[CH:3]=[CH:4][C:5]([CH2:10][Br:11])=[C:6]([CH:9]=1)[C:7]#[N:8]. (2) The product is: [I:16][C:17]1[CH:22]=[CH:21][C:20]([S:23]([NH:13][CH2:12][CH2:11][C:10]([F:15])([F:14])[F:9])(=[O:25])=[O:24])=[CH:19][CH:18]=1. Given the reactants CN1CCOCC1.Cl.[F:9][C:10]([F:15])([F:14])[CH2:11][CH2:12][NH2:13].[I:16][C:17]1[CH:22]=[CH:21][C:20]([S:23](Cl)(=[O:25])=[O:24])=[CH:19][CH:18]=1, predict the reaction product. (3) The product is: [CH3:18][C:16]1([CH3:19])[CH2:15][O:14][C:13]([C:10]([C:7]2[CH:8]=[CH:9][C:4]([CH2:3][CH2:2][N:43]3[CH2:44][CH2:45][CH:40]([C:32]4[N:31]([CH2:30][CH2:29][O:28][CH2:26][CH3:27])[C:35]5[CH:36]=[CH:37][CH:38]=[CH:39][C:34]=5[N:33]=4)[CH2:41][CH2:42]3)=[CH:5][CH:6]=2)([CH3:12])[CH3:11])=[N:17]1. Given the reactants Cl[CH2:2][CH2:3][C:4]1[CH:9]=[CH:8][C:7]([C:10]([C:13]2[O:14][CH2:15][C:16]([CH3:19])([CH3:18])[N:17]=2)([CH3:12])[CH3:11])=[CH:6][CH:5]=1.C(=O)([O-])[O-].[Na+].[Na+].[CH2:26]([O:28][CH2:29][CH2:30][N:31]1[C:35]2[CH:36]=[CH:37][CH:38]=[CH:39][C:34]=2[N:33]=[C:32]1[CH:40]1[CH2:45][CH2:44][NH:43][CH2:42][CH2:41]1)[CH3:27], predict the reaction product. (4) Given the reactants [CH3:1][O:2][C:3](=[O:13])[CH2:4][C:5]1[CH:10]=[C:9]([OH:11])[CH:8]=[C:7]([OH:12])[CH:6]=1.Br[CH2:15][CH2:16][O:17][Si:18]([CH:25]([CH3:27])[CH3:26])([CH:22]([CH3:24])[CH3:23])[CH:19]([CH3:21])[CH3:20].C(=O)([O-])[O-].[Cs+].[Cs+].C(=O)([O-])[O-].[Na+].[Na+], predict the reaction product. The product is: [CH3:1][O:2][C:3](=[O:13])[CH2:4][C:5]1[CH:10]=[C:9]([OH:11])[CH:8]=[C:7]([O:12][CH2:15][CH2:16][O:17][Si:18]([CH:22]([CH3:23])[CH3:24])([CH:19]([CH3:21])[CH3:20])[CH:25]([CH3:26])[CH3:27])[CH:6]=1.